Dataset: Peptide-MHC class II binding affinity with 134,281 pairs from IEDB. Task: Regression. Given a peptide amino acid sequence and an MHC pseudo amino acid sequence, predict their binding affinity value. This is MHC class II binding data. The peptide sequence is SSYAATEVANAAAGQ. The MHC is DRB1_0802 with pseudo-sequence DRB1_0802. The binding affinity (normalized) is 0.128.